Dataset: Full USPTO retrosynthesis dataset with 1.9M reactions from patents (1976-2016). Task: Predict the reactants needed to synthesize the given product. (1) Given the product [Cl:1][C:2]1[N:7]=[CH:6][C:5]([C:8]2[C:13]([C:14]3[CH:15]=[CH:16][N:17]=[CH:18][CH:19]=3)=[C:12]([C:20]3[CH:21]=[N:22][C:23]([Cl:26])=[CH:24][CH:25]=3)[N:11]=[C:10]3[N:27]([CH3:31])[N:28]=[CH:29][C:9]=23)=[CH:4][CH:3]=1, predict the reactants needed to synthesize it. The reactants are: [Cl:1][C:2]1[N:7]=[CH:6][C:5]([C:8]2[C:13]([C:14]3[CH:19]=[CH:18][N:17]=[CH:16][CH:15]=3)=[C:12]([C:20]3[CH:21]=[N:22][C:23]([Cl:26])=[CH:24][CH:25]=3)[N:11]=[C:10]3[NH:27][N:28]=[CH:29][C:9]=23)=[CH:4][CH:3]=1.I[CH3:31]. (2) Given the product [C:35]([NH:1][C:2]1[CH:3]=[C:4]2[C:10]([C:11]3[CH:19]=[CH:18][C:14]([C:15]([OH:17])=[O:16])=[CH:13][C:12]=3[F:20])=[CH:9][N:8]([C:21](=[O:33])[C:22]3[C:27]([C:28]([F:30])([F:31])[F:29])=[CH:26][CH:25]=[CH:24][C:23]=3[Cl:32])[C:5]2=[CH:6][N:7]=1)(=[O:36])[CH3:34], predict the reactants needed to synthesize it. The reactants are: [NH2:1][C:2]1[CH:3]=[C:4]2[C:10]([C:11]3[CH:19]=[CH:18][C:14]([C:15]([OH:17])=[O:16])=[CH:13][C:12]=3[F:20])=[CH:9][N:8]([C:21](=[O:33])[C:22]3[C:27]([C:28]([F:31])([F:30])[F:29])=[CH:26][CH:25]=[CH:24][C:23]=3[Cl:32])[C:5]2=[CH:6][N:7]=1.[CH3:34][C:35](O)=[O:36]. (3) Given the product [CH3:21][N:20]([CH3:22])[CH2:19][CH2:18][N:16]1[CH:17]=[C:13]([NH:12][C:10]2[N:11]=[C:6]([O:5][C:4]3[CH:3]=[C:2]([NH:1][C:29](=[O:32])[CH:30]=[CH2:31])[CH:28]=[CH:27][CH:26]=3)[C:7]3[CH:25]=[CH:24][NH:23][C:8]=3[N:9]=2)[CH:14]=[N:15]1, predict the reactants needed to synthesize it. The reactants are: [NH2:1][C:2]1[CH:3]=[C:4]([CH:26]=[CH:27][CH:28]=1)[O:5][C:6]1[C:7]2[CH:25]=[CH:24][NH:23][C:8]=2[N:9]=[C:10]([NH:12][C:13]2[CH:14]=[N:15][N:16]([CH2:18][CH2:19][N:20]([CH3:22])[CH3:21])[CH:17]=2)[N:11]=1.[C:29](Cl)(=[O:32])[CH:30]=[CH2:31]. (4) Given the product [CH3:1][O:2][C:3]1[CH:4]=[C:5]([N:12]2[CH2:13][CH2:14][CH:15]([N:18]3[CH2:19][CH2:20][N:21]([S:25]([CH3:24])(=[O:27])=[O:26])[CH2:22][CH2:23]3)[CH2:16][CH2:17]2)[CH:6]=[CH:7][C:8]=1[N+:9]([O-:11])=[O:10], predict the reactants needed to synthesize it. The reactants are: [CH3:1][O:2][C:3]1[CH:4]=[C:5]([N:12]2[CH2:17][CH2:16][CH:15]([N:18]3[CH2:23][CH2:22][NH:21][CH2:20][CH2:19]3)[CH2:14][CH2:13]2)[CH:6]=[CH:7][C:8]=1[N+:9]([O-:11])=[O:10].[CH3:24][S:25](Cl)(=[O:27])=[O:26].